This data is from Full USPTO retrosynthesis dataset with 1.9M reactions from patents (1976-2016). The task is: Predict the reactants needed to synthesize the given product. (1) Given the product [Br:21][C:20]1[C:15]([NH2:14])=[CH:16][C:17]2[N:18]([CH:22]=[C:23]([C:25]3[CH:30]=[CH:29][CH:28]=[CH:27][CH:26]=3)[N:24]=2)[CH:19]=1, predict the reactants needed to synthesize it. The reactants are: FC(F)(F)C(O)=O.C(OC(=O)[NH:14][C:15]1[C:20]([Br:21])=[CH:19][N:18]2[CH:22]=[C:23]([C:25]3[CH:30]=[CH:29][CH:28]=[CH:27][CH:26]=3)[N:24]=[C:17]2[CH:16]=1)(C)(C)C. (2) Given the product [Cl:3][C:4]1[CH:9]=[C:8]([Cl:10])[CH:7]=[C:6]([CH3:11])[C:5]=1[C:12]1[C:13](=[O:21])[N:14]([CH3:20])[N:15]=[C:16]([CH3:19])[C:17]=1[O:18][C:22]#[C:23][CH3:24], predict the reactants needed to synthesize it. The reactants are: [H-].[Na+].[Cl:3][C:4]1[CH:9]=[C:8]([Cl:10])[CH:7]=[C:6]([CH3:11])[C:5]=1[C:12]1[C:13](=[O:21])[N:14]([CH3:20])[N:15]=[C:16]([CH3:19])[C:17]=1[OH:18].[CH2:22](Br)[C:23]#[CH:24].O. (3) Given the product [Br:1][C:2]1[N:6]([S:22]([C:16]2[CH:21]=[CH:20][CH:19]=[CH:18][CH:17]=2)(=[O:24])=[O:23])[CH:5]=[C:4]([C:7]([O:9][CH3:10])=[O:8])[C:3]=1[CH:11]([CH3:13])[CH3:12], predict the reactants needed to synthesize it. The reactants are: [Br:1][C:2]1[NH:6][CH:5]=[C:4]([C:7]([O:9][CH3:10])=[O:8])[C:3]=1[CH:11]([CH3:13])[CH3:12].[H-].[Na+].[C:16]1([S:22](Cl)(=[O:24])=[O:23])[CH:21]=[CH:20][CH:19]=[CH:18][CH:17]=1. (4) Given the product [F:18][C:19]([F:32])([F:31])[S:20]([O:1][C:2]1[CH:9]=[CH:8][C:5]([C:6]#[N:7])=[CH:4][C:3]=1[O:10][CH3:11])(=[O:22])=[O:21], predict the reactants needed to synthesize it. The reactants are: [OH:1][C:2]1[CH:9]=[CH:8][C:5]([C:6]#[N:7])=[CH:4][C:3]=1[O:10][CH3:11].N1C=CC=CC=1.[F:18][C:19]([F:32])([F:31])[S:20](O[S:20]([C:19]([F:32])([F:31])[F:18])(=[O:22])=[O:21])(=[O:22])=[O:21]. (5) Given the product [C:42]([O:43][C:54]([CH:9]([NH:8][CH3:37])[CH2:10][O:11][C:12]1[CH:17]=[C:16]([C:18]([CH3:26])([CH3:25])[O:19][SiH2:20][C:21]([CH3:22])([CH3:24])[CH3:23])[CH:15]=[C:14]([C:27]([CH3:35])([CH3:34])[O:28][SiH2:29][C:30]([CH3:32])([CH3:31])[CH3:33])[CH:13]=1)=[O:53])([CH3:41])([CH3:44])[CH3:47], predict the reactants needed to synthesize it. The reactants are: C(OC([NH:8][CH2:9][CH2:10][O:11][C:12]1[CH:17]=[C:16]([C:18]([CH3:26])([CH3:25])[O:19][SiH2:20][C:21]([CH3:24])([CH3:23])[CH3:22])[CH:15]=[C:14]([C:27]([CH3:35])([CH3:34])[O:28][SiH2:29][C:30]([CH3:33])([CH3:32])[CH3:31])[CH:13]=1)=O)(C)(C)C.I[CH3:37].[H-].[Na+].C(O)(=O)[CH2:41][C:42]([CH2:47]C(O)=O)([C:44](O)=O)[OH:43].[O:53]1CCC[CH2:54]1. (6) Given the product [CH3:18][C:9]([NH:8][CH2:27][C:28]([N:30]1[CH2:34][C@@H:33]([F:35])[CH2:32][C@H:31]1[C:36]#[N:37])=[O:29])([CH3:19])[CH2:10][C:11](=[O:12])[N:13]1[CH2:17][CH2:16][CH2:15][CH2:14]1, predict the reactants needed to synthesize it. The reactants are: FC(F)(F)C(O)=O.[NH2:8][C:9]([CH3:19])([CH3:18])[CH2:10][C:11]([N:13]1[CH2:17][CH2:16][CH2:15][CH2:14]1)=[O:12].C(=O)([O-])[O-].[K+].[K+].Br[CH2:27][C:28]([N:30]1[CH2:34][C@@H:33]([F:35])[CH2:32][C@H:31]1[C:36]#[N:37])=[O:29]. (7) Given the product [CH2:1]1[C:9]2[C:4](=[CH:5][CH:6]=[CH:7][CH:8]=2)[CH2:3][CH:2]1[O:10][C:11]1[CH:12]=[C:13]([C:19]2[NH:20][N:21]([C:25]3[CH:30]=[CH:31][CH:26]=[CH:27][CH:28]=3)[C:22](=[O:24])[CH:23]=2)[CH:14]=[CH:15][C:16]=1[O:17][CH3:18], predict the reactants needed to synthesize it. The reactants are: [CH2:1]1[C:9]2[C:4](=[CH:5][CH:6]=[CH:7][CH:8]=2)[CH2:3][CH:2]1[O:10][C:11]1[CH:12]=[C:13]([C:19]2[NH:20][N:21]([CH3:25])[C:22](=[O:24])[CH:23]=2)[CH:14]=[CH:15][C:16]=1[O:17][CH3:18].[C:26]1(NN)[CH:31]=[CH:30]C=[CH:28][CH:27]=1.